This data is from Drug half-life prediction data from Obach et al.. The task is: Regression/Classification. Given a drug SMILES string, predict its absorption, distribution, metabolism, or excretion properties. Task type varies by dataset: regression for continuous measurements (e.g., permeability, clearance, half-life) or binary classification for categorical outcomes (e.g., BBB penetration, CYP inhibition). For this dataset (half_life_obach), we predict log10(half-life) (log10 of half-life in hours). (1) The compound is COc1cc2nc(N3CCN(C(=O)C4CCCO4)CC3)nc(N)c2cc1OC. The log10(half-life) is 0.950. (2) The molecule is c1ccc(C2(N3CCCCC3)CCCCC2)cc1. The log10(half-life) is 1.20. (3) The molecule is O=C(NCCN1CCOCC1)c1ccc(Cl)cc1. The log10(half-life) is 0.180. (4) The compound is CC1(C)S[C@@H]2[C@H](NC(=O)C(c3ccccc3)S(=O)(=O)O)C(=O)N2[C@H]1C(=O)O. The log10(half-life) is 0.0800. (5) The drug is CC(C)NCC(O)COc1ccc(CC(N)=O)cc1. The log10(half-life) is 0.790. (6) The drug is O=P(O)(O)C(O)(Cc1cccnc1)P(=O)(O)O. The log10(half-life) is 2.30. (7) The drug is CCN(CC)CCCC(C)Nc1c2ccc(Cl)cc2nc2ccc(OC)cc12. The log10(half-life) is 2.08. (8) The drug is C[C@H]1O[C@H](O[C@@H]2[C@@H](CO)O[C@H](O[C@@H]3[C@@H](CO)O[C@@H](O)[C@H](O)[C@H]3O)[C@H](O)[C@H]2O)[C@H](O)[C@@H](O)[C@@H]1N[C@H]1C=C(CO)[C@@H](O)[C@H](O)[C@H]1O. The log10(half-life) is 0.430. (9) The molecule is CCC(=O)O[C@](Cc1ccccc1)(c1ccccc1)[C@H](C)CN(C)C. The log10(half-life) is 1.26. (10) The molecule is O=C(O)[C@H]1/C(=C/CO)O[C@@H]2CC(=O)N21. The log10(half-life) is -0.0500.